From a dataset of Full USPTO retrosynthesis dataset with 1.9M reactions from patents (1976-2016). Predict the reactants needed to synthesize the given product. (1) Given the product [N:1]([C:4]1[CH:5]=[CH:6][C:7]([CH:10]=[C:11]([NH:23][C:24]([C:26]2[CH:27]=[CH:28][C:29]([CH2:32][N:33]3[CH2:38][CH2:37][O:36][CH2:35][CH2:34]3)=[CH:30][CH:31]=2)=[O:25])[C:12]([NH:14][CH2:15][CH2:16][CH2:17][CH:18]=[O:19])=[O:13])=[CH:8][CH:9]=1)=[N+:2]=[N-:3], predict the reactants needed to synthesize it. The reactants are: [N:1]([C:4]1[CH:9]=[CH:8][C:7]([CH:10]=[C:11]([NH:23][C:24]([C:26]2[CH:31]=[CH:30][C:29]([CH2:32][N:33]3[CH2:38][CH2:37][O:36][CH2:35][CH2:34]3)=[CH:28][CH:27]=2)=[O:25])[C:12]([NH:14][CH2:15][CH2:16][CH2:17][CH:18](OC)[O:19]C)=[O:13])=[CH:6][CH:5]=1)=[N+:2]=[N-:3].P(=O)(O)(O)O. (2) The reactants are: [Li][CH2:2]CCC.[CH2:6]([O:18][C:19]1[CH:26]=[CH:25][C:22]([CH:23]=O)=[CH:21][CH:20]=1)[CH2:7][CH2:8][CH2:9][CH2:10][CH2:11][CH2:12][CH2:13][CH2:14][CH2:15][CH2:16][CH3:17].[Na+].[Cl-]. Given the product [CH2:6]([O:18][C:19]1[CH:26]=[CH:25][C:22]([CH:23]=[CH2:2])=[CH:21][CH:20]=1)[CH2:7][CH2:8][CH2:9][CH2:10][CH2:11][CH2:12][CH2:13][CH2:14][CH2:15][CH2:16][CH3:17], predict the reactants needed to synthesize it. (3) The reactants are: C([O:8][C@H:9]1[C@H:15]([O:16]CC2C=CC=CC=2)[C@@H:14]([O:24]CC2C=CC=CC=2)[C@:13]2([C:33]3[CH:38]=[CH:37][C:36]([Cl:39])=[C:35]([CH2:40][C:41]4[CH:46]=[CH:45][C:44]([O:47][CH2:48][CH3:49])=[CH:43][CH:42]=4)[CH:34]=3)[O:32][C@:10]1([CH:50]([OH:57])[C:51]#[C:52][Si:53]([CH3:56])([CH3:55])[CH3:54])[CH2:11][O:12]2)C1C=CC=CC=1.B(Cl)(Cl)Cl. Given the product [Cl:39][C:36]1[CH:37]=[CH:38][C:33]([C@@:13]23[O:32][C@:10]([CH:50]([OH:57])[C:51]#[C:52][Si:53]([CH3:56])([CH3:54])[CH3:55])([CH2:11][O:12]2)[C@@H:9]([OH:8])[C@H:15]([OH:16])[C@H:14]3[OH:24])=[CH:34][C:35]=1[CH2:40][C:41]1[CH:42]=[CH:43][C:44]([O:47][CH2:48][CH3:49])=[CH:45][CH:46]=1, predict the reactants needed to synthesize it. (4) Given the product [Cl:1][C:2]1[CH:7]=[CH:6][C:5]([C:8]2[CH:9]=[C:10]([F:18])[C:11]3[N:12]([C:14]([C:20]#[C:19][C:21]4[CH:22]=[N:23][C:24]([NH2:27])=[N:25][CH:26]=4)=[CH:15][N:16]=3)[CH:13]=2)=[CH:4][CH:3]=1, predict the reactants needed to synthesize it. The reactants are: [Cl:1][C:2]1[CH:7]=[CH:6][C:5]([C:8]2[CH:9]=[C:10]([F:18])[C:11]3[N:12]([C:14](I)=[CH:15][N:16]=3)[CH:13]=2)=[CH:4][CH:3]=1.[C:19]([C:21]1[CH:22]=[N:23][C:24]([NH2:27])=[N:25][CH:26]=1)#[CH:20].